Dataset: Forward reaction prediction with 1.9M reactions from USPTO patents (1976-2016). Task: Predict the product of the given reaction. (1) Given the reactants B(Br)(Br)Br.[Cl:5][C:6]1[CH:11]=[CH:10][C:9]([O:12]C)=[C:8]([I:14])[CH:7]=1.O, predict the reaction product. The product is: [Cl:5][C:6]1[CH:11]=[CH:10][C:9]([OH:12])=[C:8]([I:14])[CH:7]=1. (2) Given the reactants C(OC([NH:8][CH:9]([CH2:15][C:16]1[CH:21]=[CH:20][C:19]([O:22][CH2:23][CH3:24])=[C:18]([O:25][CH2:26][CH3:27])[CH:17]=1)[CH2:10][O:11][C:12](=[O:14])[CH3:13])=O)(C)(C)C.C(O)=O, predict the reaction product. The product is: [NH2:8][CH:9]([CH2:15][C:16]1[CH:21]=[CH:20][C:19]([O:22][CH2:23][CH3:24])=[C:18]([O:25][CH2:26][CH3:27])[CH:17]=1)[CH2:10][O:11][C:12](=[O:14])[CH3:13]. (3) Given the reactants [F:1][C:2]1[CH:7]=[CH:6][C:5]([C:8]2([CH2:13][C:14]3[CH:15]=[CH:16][C:17](=[O:27])[N:18]([C:20]4[CH:25]=[CH:24][CH:23]=[CH:22][C:21]=4[CH3:26])[N:19]=3)OCC[O:9]2)=[CH:4][CH:3]=1.Cl, predict the reaction product. The product is: [F:1][C:2]1[CH:7]=[CH:6][C:5]([C:8](=[O:9])[CH2:13][C:14]2[CH:15]=[CH:16][C:17](=[O:27])[N:18]([C:20]3[CH:25]=[CH:24][CH:23]=[CH:22][C:21]=3[CH3:26])[N:19]=2)=[CH:4][CH:3]=1. (4) Given the reactants [NH2:1][C:2]1[CH:6]=[C:5]([C:7]2[CH:12]=[CH:11][N:10]=[CH:9][CH:8]=2)[S:4][C:3]=1[C:13]([OH:15])=[O:14].[Cl:16][C:17]1[CH:22]=[CH:21][CH:20]=[C:19]([Cl:23])[C:18]=1[N:24]=[C:25]=[O:26].C(N(CC)CC)C.Cl, predict the reaction product. The product is: [Cl:16][C:17]1[CH:22]=[CH:21][CH:20]=[C:19]([Cl:23])[C:18]=1[NH:24][C:25]([NH:1][C:2]1[CH:6]=[C:5]([C:7]2[CH:8]=[CH:9][N:10]=[CH:11][CH:12]=2)[S:4][C:3]=1[C:13]([OH:15])=[O:14])=[O:26]. (5) Given the reactants [NH2:1][NH:2][C:3]([C:5]1[CH:10]=[CH:9][CH:8]=[C:7]([CH3:11])[N:6]=1)=[NH:4].[Br:12][C:13]1[CH:14]=[C:15]([CH:18]=[CH:19][CH:20]=1)[CH:16]=O, predict the reaction product. The product is: [Br:12][C:13]1[CH:14]=[C:15]([C:16]2[NH:1][N:2]=[C:3]([C:5]3[CH:10]=[CH:9][CH:8]=[C:7]([CH3:11])[N:6]=3)[N:4]=2)[CH:18]=[CH:19][CH:20]=1. (6) Given the reactants C[N:2](C)[CH:3]=[CH:4][C:5]1[C:13]2[O:12][CH:11]=[CH:10][C:9]=2[C:8]([N+:14]([O-:16])=[O:15])=[CH:7][CH:6]=1.NOS(O)(=O)=O.CN(C)C=O, predict the reaction product. The product is: [N+:14]([C:8]1[C:9]2[CH:10]=[CH:11][O:12][C:13]=2[C:5]([CH2:4][C:3]#[N:2])=[CH:6][CH:7]=1)([O-:16])=[O:15].